From a dataset of Forward reaction prediction with 1.9M reactions from USPTO patents (1976-2016). Predict the product of the given reaction. (1) Given the reactants N#N.[C:3]([O:7][C:8]([NH:10][CH:11]([CH2:15][C:16]1[CH:21]=[CH:20][C:19]([O:22][CH3:23])=[CH:18][C:17]=1[CH3:24])[C:12](O)=O)=[O:9])([CH3:6])([CH3:5])[CH3:4].C(N1CCOCC1)C.CN(C(O[N:41]1N=[N:48][C:43]2[CH:44]=[CH:45][CH:46]=[CH:47][C:42]1=2)=[N+](C)C)C.[B-](F)(F)(F)F.C1(N)C(N)=CC=CC=1, predict the reaction product. The product is: [NH:41]1[C:42]2[CH:47]=[CH:46][CH:45]=[CH:44][C:43]=2[N:48]=[C:12]1[CH:11]([NH:10][C:8](=[O:9])[O:7][C:3]([CH3:6])([CH3:5])[CH3:4])[CH2:15][C:16]1[CH:21]=[CH:20][C:19]([O:22][CH3:23])=[CH:18][C:17]=1[CH3:24]. (2) Given the reactants C([O:3][C:4](=[O:47])[CH2:5][C@H:6]1[CH2:11][CH2:10][CH2:9][N:8]([C:12]2[C:21]([O:22][CH3:23])=[C:20]3[C:15]([C:16](=[O:45])[C:17]([C:29]([NH:31][CH2:32][C:33]4[CH:38]=[CH:37][C:36]([O:39][C:40]([F:43])([F:42])[F:41])=[CH:35][C:34]=4[CH3:44])=[O:30])=[CH:18][N:19]3[CH2:24][C:25]([F:28])([F:27])[F:26])=[CH:14][C:13]=2[F:46])[CH2:7]1)C.O1CCOCC1.[Li+].[OH-].Cl, predict the reaction product. The product is: [F:46][C:13]1[CH:14]=[C:15]2[C:20](=[C:21]([O:22][CH3:23])[C:12]=1[N:8]1[CH2:9][CH2:10][CH2:11][C@H:6]([CH2:5][C:4]([OH:47])=[O:3])[CH2:7]1)[N:19]([CH2:24][C:25]([F:28])([F:26])[F:27])[CH:18]=[C:17]([C:29]([NH:31][CH2:32][C:33]1[CH:38]=[CH:37][C:36]([O:39][C:40]([F:41])([F:42])[F:43])=[CH:35][C:34]=1[CH3:44])=[O:30])[C:16]2=[O:45]. (3) Given the reactants [F:1][C:2]1[CH:7]=[CH:6][C:5]([C:8]([C:10]2[N:11]=[C:12]([C@@H:15]3[CH2:20][N:19]4[CH2:21][CH2:22][CH2:23][C@@H:18]4[CH2:17][N:16]3C(OC(C)(C)C)=O)[S:13][CH:14]=2)=[O:9])=[CH:4][CH:3]=1.C(OCC)(=O)C.[ClH:37], predict the reaction product. The product is: [ClH:37].[ClH:37].[F:1][C:2]1[CH:7]=[CH:6][C:5]([C:8]([C:10]2[N:11]=[C:12]([C@@H:15]3[CH2:20][N:19]4[CH2:21][CH2:22][CH2:23][C@@H:18]4[CH2:17][NH:16]3)[S:13][CH:14]=2)=[O:9])=[CH:4][CH:3]=1.